Dataset: Forward reaction prediction with 1.9M reactions from USPTO patents (1976-2016). Task: Predict the product of the given reaction. (1) The product is: [Cl:1][C:2]1[CH:3]=[CH:4][C:5]([C:28]([F:29])([F:31])[F:30])=[C:6]([CH:27]=1)[CH2:7][N:8]1[CH2:13][CH2:12][NH:11][C:10]2[N:14]=[CH:15][C:16]([C:18]3[CH:19]=[C:20]([CH:24]=[CH:25][CH:26]=3)[C:21]([N:35]3[CH2:34][CH2:33][N:32]([CH2:38][C:39]([NH:41][CH:42]([CH3:44])[CH3:43])=[O:40])[CH2:37][CH2:36]3)=[O:23])=[CH:17][C:9]1=2. Given the reactants [Cl:1][C:2]1[CH:3]=[CH:4][C:5]([C:28]([F:31])([F:30])[F:29])=[C:6]([CH:27]=1)[CH2:7][N:8]1[CH2:13][CH2:12][NH:11][C:10]2[N:14]=[CH:15][C:16]([C:18]3[CH:19]=[C:20]([CH:24]=[CH:25][CH:26]=3)[C:21]([OH:23])=O)=[CH:17][C:9]1=2.[N:32]1([CH2:38][C:39]([NH:41][CH:42]([CH3:44])[CH3:43])=[O:40])[CH2:37][CH2:36][NH:35][CH2:34][CH2:33]1, predict the reaction product. (2) The product is: [Cl:20][C:6]1[CH:5]=[N:4][CH:3]=[C:2]([Cl:1])[C:7]=1[S:8][C:9]1[S:13][C:12]([C:14]([NH:21][CH2:22][CH2:23][N:24]2[CH2:29][CH2:28][O:27][CH2:26][CH2:25]2)=[O:16])=[CH:11][C:10]=1[N+:17]([O-:19])=[O:18]. Given the reactants [Cl:1][C:2]1[CH:3]=[N:4][CH:5]=[C:6]([Cl:20])[C:7]=1[S:8][C:9]1[S:13][C:12]([C:14]([OH:16])=O)=[CH:11][C:10]=1[N+:17]([O-:19])=[O:18].[NH2:21][CH2:22][CH2:23][N:24]1[CH2:29][CH2:28][O:27][CH2:26][CH2:25]1, predict the reaction product. (3) The product is: [Cl:1][CH2:2][CH2:3][N:4]([C:8]([NH:22][C:30]1[CH:31]=[CH:32][C:33]([OH:36])=[CH:34][CH:35]=1)=[O:10])[CH2:5][CH2:6][Cl:7]. Given the reactants [Cl:1][CH2:2][CH2:3][N:4]([C:8]([O:10]C1C=CC([N+]([O-])=O)=CC=1)=O)[CH2:5][CH2:6][Cl:7].C([N:22](CC)CC)C.NCC[C:30]1[CH:35]=[CH:34][C:33]([OH:36])=[CH:32][CH:31]=1, predict the reaction product. (4) The product is: [NH2:1][C@@H:2]1[C:9](=[O:10])[N:8]2[C@@H:3]1[S:4][CH2:5][C:6](/[CH:14]=[C:15]1/[C:16](=[O:36])[N:17]([C@@H:20]3[CH2:24][CH2:23][N:22]([C:25]([O:27][CH2:28][C:29]4[O:30][C:31](=[O:35])[O:32][C:33]=4[CH3:34])=[O:26])[CH2:21]3)[CH2:18][CH2:19]/1)=[C:7]2[C:11]([O-:13])=[O:12].[CH:7]1([NH2+:8][CH:38]2[CH2:39][CH2:40][CH2:41][CH2:42][CH2:43]2)[CH2:6][CH2:14][CH2:15][CH2:19][CH2:18]1. Given the reactants [NH2:1][C@@H:2]1[C:9](=[O:10])[N:8]2[C@@H:3]1[S:4][CH2:5][C:6](/[CH:14]=[C:15]1/[C:16](=[O:36])[N:17]([C@@H:20]3[CH2:24][CH2:23][N:22]([C:25]([O:27][CH2:28][C:29]4[O:30][C:31](=[O:35])[O:32][C:33]=4[CH3:34])=[O:26])[CH2:21]3)[CH2:18][CH2:19]/1)=[C:7]2[C:11]([OH:13])=[O:12].O.[C:38]1(C)[CH:43]=[CH:42][C:41](S(O)(=O)=O)=[CH:40][CH:39]=1, predict the reaction product. (5) Given the reactants [CH3:1][C:2]1[CH:3]=[CH:4][C:5]([N+:12]([O-])=O)=[C:6]([CH:11]=1)[C:7]([O:9][CH3:10])=[O:8].[NH4+].[Cl-].C(OCC)(=O)C.CCCCCC.C([O-])(O)=O.[Na+], predict the reaction product. The product is: [NH2:12][C:5]1[CH:4]=[CH:3][C:2]([CH3:1])=[CH:11][C:6]=1[C:7]([O:9][CH3:10])=[O:8]. (6) The product is: [NH2:11][CH:12]([C:14]1[C:15]([O:35][CH3:36])=[C:16]([CH:22]2[CH2:27][CH2:26][N:25]([C:28]([O:30][C:31]([CH3:33])([CH3:32])[CH3:34])=[O:29])[CH2:24][CH2:23]2)[C:17]([CH3:21])=[C:18]([Cl:20])[CH:19]=1)[CH3:13]. Given the reactants C(OC([NH:11][CH:12]([C:14]1[C:15]([O:35][CH3:36])=[C:16]([C:22]2[CH2:23][CH2:24][N:25]([C:28]([O:30][C:31]([CH3:34])([CH3:33])[CH3:32])=[O:29])[CH2:26][CH:27]=2)[C:17]([CH3:21])=[C:18]([Cl:20])[CH:19]=1)[CH3:13])=O)C1C=CC=CC=1.Cl.O.[H][H].N, predict the reaction product. (7) Given the reactants [CH:1]1([C:4]2[N:8]([CH3:9])[C:7]3[CH:10]=[C:11]([N:14]4[CH:19]=[CH:18][C:17]([OH:20])=[CH:16][C:15]4=[O:21])[CH:12]=[CH:13][C:6]=3[N:5]=2)[CH2:3][CH2:2]1.[Br:22][C:23]1[N:24]=[C:25]([CH2:28]O)[S:26][CH:27]=1.C1(P(C2C=CC=CC=2)C2C=CC=CC=2)C=CC=CC=1.N(C(OCCOC)=O)=NC(OCCOC)=O, predict the reaction product. The product is: [Br:22][C:23]1[N:24]=[C:25]([CH2:28][O:20][C:17]2[CH:18]=[CH:19][N:14]([C:11]3[CH:12]=[CH:13][C:6]4[N:5]=[C:4]([CH:1]5[CH2:2][CH2:3]5)[N:8]([CH3:9])[C:7]=4[CH:10]=3)[C:15](=[O:21])[CH:16]=2)[S:26][CH:27]=1. (8) Given the reactants [C:1]([C:5]1[CH:10]=[CH:9][C:8]([C:11]([C:15]2[CH:20]=[CH:19][C:18]([C:21]([CH3:24])([CH3:23])[CH3:22])=[CH:17][CH:16]=2)=[CH:12][C:13]#[N:14])=[CH:7][CH:6]=1)([CH3:4])([CH3:3])[CH3:2], predict the reaction product. The product is: [C:1]([C:5]1[CH:10]=[CH:9][C:8]([CH:11]([C:15]2[CH:16]=[CH:17][C:18]([C:21]([CH3:24])([CH3:23])[CH3:22])=[CH:19][CH:20]=2)[CH2:12][C:13]#[N:14])=[CH:7][CH:6]=1)([CH3:3])([CH3:4])[CH3:2].